Predict the reactants needed to synthesize the given product. From a dataset of Full USPTO retrosynthesis dataset with 1.9M reactions from patents (1976-2016). (1) Given the product [Cl:29][C:26]1[CH:25]=[CH:24][C:23]([C:21](=[O:22])[CH2:20][CH2:19][CH2:18][S:15][C:12]2[CH:13]=[CH:14][C:6]([O:5][CH2:4][C:3]([OH:2])=[O:16])=[C:7]3[C:11]=2[CH2:10][CH2:9][CH2:8]3)=[CH:28][CH:27]=1, predict the reactants needed to synthesize it. The reactants are: C[O:2][C:3](=[O:16])[CH2:4][O:5][C:6]1[CH:14]=[CH:13][C:12]([SH:15])=[C:11]2[C:7]=1[CH2:8][CH2:9][CH2:10]2.Cl[CH2:18][CH2:19][CH2:20][C:21]([C:23]1[CH:28]=[CH:27][C:26]([Cl:29])=[CH:25][CH:24]=1)=[O:22].C(=O)([O-])[O-].[Cs+].[Cs+].CCOCC. (2) Given the product [F:1][C:2]1[CH:16]=[CH:15][C:5]([C:6]([NH:8][CH:9]2[CH2:14][CH2:13][N:12]([S:24]([CH3:23])(=[O:26])=[O:25])[CH2:11][CH2:10]2)=[O:7])=[CH:4][CH:3]=1, predict the reactants needed to synthesize it. The reactants are: [F:1][C:2]1[CH:16]=[CH:15][C:5]([C:6]([NH:8][CH:9]2[CH2:14][CH2:13][NH:12][CH2:11][CH2:10]2)=[O:7])=[CH:4][CH:3]=1.N1C=CC=CC=1.[CH3:23][S:24](Cl)(=[O:26])=[O:25].O. (3) Given the product [C:21]([N:10]([C:11](=[O:20])[C:12]1[CH:17]=[C:16]([CH3:18])[CH:15]=[C:14]([CH3:19])[CH:13]=1)[NH:9][C:7]([C:6]1[CH:25]=[CH:26][C:3]([CH2:2][N:37]([CH3:38])[CH3:36])=[C:4]([B:27]([OH:28])[OH:31])[CH:5]=1)=[O:8])([CH3:24])([CH3:23])[CH3:22], predict the reactants needed to synthesize it. The reactants are: Br[CH2:2][C:3]1[CH:26]=[CH:25][C:6]([C:7]([NH:9][N:10]([C:21]([CH3:24])([CH3:23])[CH3:22])[C:11](=[O:20])[C:12]2[CH:17]=[C:16]([CH3:18])[CH:15]=[C:14]([CH3:19])[CH:13]=2)=[O:8])=[CH:5][C:4]=1[B:27]1[O:31]C(C)(C)C(C)(C)[O:28]1.[CH3:36][NH:37][CH3:38].O.Cl.